This data is from Catalyst prediction with 721,799 reactions and 888 catalyst types from USPTO. The task is: Predict which catalyst facilitates the given reaction. (1) Reactant: [C:1]([NH:9][CH2:10][CH2:11][NH:12][C:13]([C:15]1[CH:32]=[CH:31][C:18]([O:19][C@H:20]2[CH2:25][CH2:24][C@H:23]([C:26]([O:28]CC)=[O:27])[CH2:22][CH2:21]2)=[CH:17][CH:16]=1)=[O:14])(=[O:8])[C:2]1[CH:7]=[CH:6][CH:5]=[CH:4][CH:3]=1.CCO.[OH-].[Na+]. Product: [C:1]([NH:9][CH2:10][CH2:11][NH:12][C:13]([C:15]1[CH:16]=[CH:17][C:18]([O:19][C@H:20]2[CH2:25][CH2:24][C@H:23]([C:26]([OH:28])=[O:27])[CH2:22][CH2:21]2)=[CH:31][CH:32]=1)=[O:14])(=[O:8])[C:2]1[CH:3]=[CH:4][CH:5]=[CH:6][CH:7]=1. The catalyst class is: 1. (2) Reactant: [CH2:1]([O:3][C:4]([C:6]1[N:7]=[N:8][N:9]([CH2:18][Si](C)(C)C)[C:10]=1[C:11]1[CH:16]=[CH:15][C:14]([Br:17])=[CH:13][CH:12]=1)=[O:5])[CH3:2].O.CCCC[N+](CCCC)(CCCC)CCCC.[F-]. Product: [CH2:1]([O:3][C:4]([C:6]1[N:7]=[N:8][N:9]([CH3:18])[C:10]=1[C:11]1[CH:16]=[CH:15][C:14]([Br:17])=[CH:13][CH:12]=1)=[O:5])[CH3:2]. The catalyst class is: 1. (3) Reactant: C(=O)([O-])[O-].[K+].[K+].[CH2:7]([N:9]=[C:10]=[O:11])[CH3:8].[Cl:12][C:13]1[CH:18]=[C:17]([C:19]([F:22])([F:21])[F:20])[CH:16]=[C:15]([Cl:23])[C:14]=1[O:24][C:25]1[CH:29]=[C:28]([CH2:30][CH3:31])[NH:27][N:26]=1.Cl. Product: [CH2:7]([NH:9][C:10]([N:27]1[C:28]([CH2:30][CH3:31])=[CH:29][C:25]([O:24][C:14]2[C:15]([Cl:23])=[CH:16][C:17]([C:19]([F:22])([F:20])[F:21])=[CH:18][C:13]=2[Cl:12])=[N:26]1)=[O:11])[CH3:8]. The catalyst class is: 13. (4) Reactant: [NH2:1][C:2]1[CH:3]=[C:4]([CH:9]=[CH:10][C:11]=1[F:12])[C:5]([O:7][CH3:8])=[O:6].[CH3:13][S:14](Cl)(=[O:16])=[O:15]. Product: [F:12][C:11]1[CH:10]=[CH:9][C:4]([C:5]([O:7][CH3:8])=[O:6])=[CH:3][C:2]=1[NH:1][S:14]([CH3:13])(=[O:16])=[O:15]. The catalyst class is: 17. (5) The catalyst class is: 285. Reactant: [OH:1][C@H:2]1[C:18]([CH3:20])([CH3:19])[O:17][C:5]2=[CH:6][C:7]3[C:8]([CH3:16])=[CH:9][C:10]([C:14]#[N:15])=[N:11][C:12]=3[CH:13]=[C:4]2[C@@H:3]1[NH:21][CH2:22][CH2:23][C:24]1[CH:29]=[CH:28][CH:27]=[CH:26][CH:25]=1. Product: [NH2:15][CH2:14][C:10]1[CH:9]=[C:8]([CH3:16])[C:7]2[CH:6]=[C:5]3[O:17][C:18]([CH3:20])([CH3:19])[C@H:2]([OH:1])[C@@H:3]([NH:21][CH2:22][CH2:23][C:24]4[CH:29]=[CH:28][CH:27]=[CH:26][CH:25]=4)[C:4]3=[CH:13][C:12]=2[N:11]=1. (6) Reactant: C([O:3][C:4](=O)[CH:5]([C:7]1[CH:8]=[C:9]2[C:14](=[CH:15][CH:16]=1)[N:13]=[CH:12][C:11]([C:17]1[CH:18]=[N:19][N:20]([CH3:22])[CH:21]=1)=[CH:10]2)[CH3:6])C.O.[NH2:25][NH2:26]. Product: [CH3:22][N:20]1[CH:21]=[C:17]([C:11]2[CH:12]=[N:13][C:14]3[C:9]([CH:10]=2)=[CH:8][C:7]([CH:5]([CH3:6])[C:4]([NH:25][NH2:26])=[O:3])=[CH:16][CH:15]=3)[CH:18]=[N:19]1. The catalyst class is: 5. (7) Reactant: C(OC([N:8]1[CH:13]2[CH2:14][C:15](=[O:17])[CH2:16][CH:9]1[CH2:10][O:11][CH2:12]2)=O)(C)(C)C.[BH4-].[Na+].FC(F)(F)C(O)=O. Product: [CH:9]12[NH:8][CH:13]([CH2:14][CH:15]([OH:17])[CH2:16]1)[CH2:12][O:11][CH2:10]2. The catalyst class is: 100. (8) Reactant: C([Li])CCC.[Cl:6][C:7]1[CH:8]=[CH:9][C:10]2[N:11]([N:13]=[C:14]([C:16]3[CH:21]=[CH:20][CH:19]=[CH:18][CH:17]=3)[CH:15]=2)[CH:12]=1.[CH3:22][Si:23](Cl)([CH3:25])[CH3:24].[Cl-].[NH4+]. Product: [Cl:6][C:7]1[CH:8]=[CH:9][C:10]2[N:11]([N:13]=[C:14]([C:16]3[CH:21]=[CH:20][CH:19]=[CH:18][CH:17]=3)[CH:15]=2)[C:12]=1[Si:23]([CH3:25])([CH3:24])[CH3:22]. The catalyst class is: 188.